Dataset: Catalyst prediction with 721,799 reactions and 888 catalyst types from USPTO. Task: Predict which catalyst facilitates the given reaction. (1) Reactant: [Li][CH3:2].[CH3:3][C:4](=[O:25])[C@@H:5]1[C@:22]2([CH3:23])[C@H:8]([C@H:9]3[C@H:19]([CH2:20][CH2:21]2)[C@:17]2([CH3:18])[C@H:12]([CH2:13][C:14](=[O:24])[CH2:15][CH2:16]2)[CH2:11][CH2:10]3)[CH2:7][CH2:6]1. Product: [CH3:3][C:4]([C@@H:5]1[C@@:22]2([CH3:23])[CH2:21][CH2:20][C@@H:19]3[C@@:17]4([CH3:18])[CH2:16][CH2:15][C@:14]([OH:24])([CH3:2])[CH2:13][C@@H:12]4[CH2:11][CH2:10][C@H:9]3[C@@H:8]2[CH2:7][CH2:6]1)=[O:25]. The catalyst class is: 11. (2) Reactant: Cl[C:2]1[C:3]([N:7]2[CH2:12][CH2:11][CH:10]([C:13]([OH:15])=[O:14])[CH2:9][CH2:8]2)=[N:4][S:5][N:6]=1.[N:16]1[CH:21]=[CH:20][C:19]([CH2:22][OH:23])=[CH:18][CH:17]=1.C(C(CCC)[O-])(C)(C)C.[K+].C(O)(C)(C)C. Product: [N:16]1[CH:21]=[CH:20][C:19]([CH2:22][O:23][C:2]2[C:3]([N:7]3[CH2:12][CH2:11][CH:10]([C:13]([OH:15])=[O:14])[CH2:9][CH2:8]3)=[N:4][S:5][N:6]=2)=[CH:18][CH:17]=1. The catalyst class is: 6. (3) Reactant: [CH:1]([NH2:4])([CH3:3])[CH3:2].[C:5]([O:9][C:10]([N:12]1[CH2:17][CH2:16][N:15]([C:18]2[N:23]=[C:22]([C:24]3[CH:29]=[CH:28][N:27]=[C:26]([NH:30][C:31]4[CH:36]=[CH:35][CH:34]=[C:33]([C:37]([O:39]C)=O)[C:32]=4[CH3:41])[CH:25]=3)[CH:21]=[C:20]([C:42](=[O:48])[NH:43][C:44]([CH3:47])([CH3:46])[CH3:45])[CH:19]=2)[CH2:14][CH2:13]1)=[O:11])([CH3:8])([CH3:7])[CH3:6]. Product: [C:5]([O:9][C:10]([N:12]1[CH2:17][CH2:16][N:15]([C:18]2[N:23]=[C:22]([C:24]3[CH:29]=[CH:28][N:27]=[C:26]([NH:30][C:31]4[CH:36]=[CH:35][CH:34]=[C:33]([C:37](=[O:39])[NH:4][CH:1]([CH3:3])[CH3:2])[C:32]=4[CH3:41])[CH:25]=3)[CH:21]=[C:20]([C:42](=[O:48])[NH:43][C:44]([CH3:47])([CH3:45])[CH3:46])[CH:19]=2)[CH2:14][CH2:13]1)=[O:11])([CH3:6])([CH3:7])[CH3:8]. The catalyst class is: 224. (4) Reactant: Br[CH2:2][CH2:3][O:4][CH3:5].[ClH:6].[F:7][C:8]1[C:13]([O:14][C:15]2[CH:20]=[CH:19][CH:18]=[CH:17][CH:16]=2)=[C:12]([F:21])[CH:11]=[CH:10][C:9]=1[CH:22]([NH2:25])[CH2:23][CH3:24].C(=O)([O-])[O-].[K+].[K+].CS(C)=O. Product: [ClH:6].[F:7][C:8]1[C:13]([O:14][C:15]2[CH:20]=[CH:19][CH:18]=[CH:17][CH:16]=2)=[C:12]([F:21])[CH:11]=[CH:10][C:9]=1[CH:22]([NH:25][CH2:2][CH2:3][O:4][CH3:5])[CH2:23][CH3:24]. The catalyst class is: 1. (5) Reactant: [F:1][C:2]1[CH:7]=[CH:6][C:5]([C:8]2[N:9]=[CH:10][N:11]([CH2:21][CH2:22][CH2:23][N:24]3[CH2:29][CH2:28][O:27][CH2:26][CH2:25]3)[C:12]=2[C:13]2[CH:18]=[CH:17][N:16]=[C:15]([S:19][CH3:20])[N:14]=2)=[CH:4][CH:3]=1.[OH-:30].[NH4+]. Product: [F:1][C:2]1[CH:3]=[CH:4][C:5]([C:8]2[N:9]=[CH:10][N:11]([CH2:21][CH2:22][CH2:23][N:24]3[CH2:25][CH2:26][O:27][CH2:28][CH2:29]3)[C:12]=2[C:13]2[CH:18]=[CH:17][N:16]=[C:15]([S:19]([CH3:20])=[O:30])[N:14]=2)=[CH:6][CH:7]=1. The catalyst class is: 211. (6) Reactant: [CH3:1][O:2][C:3](=[O:19])[C:4]1[CH:13]=[C:12](Br)[C:11]([O:15]COC)=[C:6]([C:7]([O:9][CH3:10])=[O:8])[CH:5]=1.[CH3:20][Zn]C.CCCCCC.Cl. Product: [CH3:1][O:2][C:3](=[O:19])[C:4]1[CH:13]=[C:12]([CH3:20])[C:11]([OH:15])=[C:6]([C:7]([O:9][CH3:10])=[O:8])[CH:5]=1. The catalyst class is: 155. (7) Reactant: [CH3:1][C:2]1[C:3]([C@H:8]2[CH2:13][CH2:12][CH2:11][C@@H:10]([C:14]3[C:19]([CH3:20])=[CH:18][CH:17]=[CH:16][N:15]=3)[NH:9]2)=[N:4][CH:5]=[CH:6][CH:7]=1.[F:21][CH:22]([F:32])[O:23][C:24]1[CH:31]=[CH:30][CH:29]=[CH:28][C:25]=1[CH2:26]Br.CCN(C(C)C)C(C)C. Product: [F:21][CH:22]([F:32])[O:23][C:24]1[CH:31]=[CH:30][CH:29]=[CH:28][C:25]=1[CH2:26][N:9]1[C@H:8]([C:3]2[C:2]([CH3:1])=[CH:7][CH:6]=[CH:5][N:4]=2)[CH2:13][CH2:12][CH2:11][C@@H:10]1[C:14]1[C:19]([CH3:20])=[CH:18][CH:17]=[CH:16][N:15]=1. The catalyst class is: 23. (8) Reactant: [BH4-].[Na+].[CH2:3]([N:10]1[C:14]([C:15]2[CH:16]=[CH:17][C:18]3[O:23][CH2:22][CH2:21][CH2:20][C:19]=3[CH:24]=2)=[C:13]([C:25](=[O:31])[C:26]([O:28][CH2:29][CH3:30])=[O:27])[C:12]([C:32]([F:35])([F:34])[F:33])=[N:11]1)[C:4]1[CH:9]=[CH:8][CH:7]=[CH:6][CH:5]=1.O. Product: [CH2:3]([N:10]1[C:14]([C:15]2[CH:16]=[CH:17][C:18]3[O:23][CH2:22][CH2:21][CH2:20][C:19]=3[CH:24]=2)=[C:13]([CH:25]([OH:31])[C:26]([O:28][CH2:29][CH3:30])=[O:27])[C:12]([C:32]([F:33])([F:35])[F:34])=[N:11]1)[C:4]1[CH:5]=[CH:6][CH:7]=[CH:8][CH:9]=1. The catalyst class is: 5. (9) Reactant: [Cl:1][C:2]1[CH:7]=[C:6]([OH:8])[CH:5]=[CH:4][C:3]=1[CH:9]([CH3:25])[C:10]([C:16]1[CH:17]=[C:18]([CH3:24])[C:19](=[O:23])[N:20]([CH3:22])[CH:21]=1)([OH:15])[C:11]([F:14])([F:13])[F:12].[C:26]([C:28]1[CH:29]=[CH:30][C:31](F)=[N:32][C:33]=1[CH3:34])#[N:27].N12CCN(CC1)CC2. Product: [Cl:1][C:2]1[CH:7]=[C:6]([CH:5]=[CH:4][C:3]=1[CH:9]([CH3:25])[C:10]([C:16]1[CH:17]=[C:18]([CH3:24])[C:19](=[O:23])[N:20]([CH3:22])[CH:21]=1)([OH:15])[C:11]([F:13])([F:14])[F:12])[O:8][C:31]1[CH:30]=[CH:29][C:28]([C:26]#[N:27])=[C:33]([CH3:34])[N:32]=1. The catalyst class is: 66. (10) Reactant: Cl[C:2]1[CH:7]=[CH:6][C:5](Cl)=[CH:4][C:3]=1[S:9][CH2:10][C:11]([OH:13])=[O:12].[F:14]C1C=CC=CC=1S.[OH-].[K+].BrCC(OCC)=O. Product: [F:14][C:2]1[CH:7]=[CH:6][CH:5]=[CH:4][C:3]=1[S:9][CH2:10][C:11]([OH:13])=[O:12]. The catalyst class is: 97.